This data is from Peptide-MHC class I binding affinity with 185,985 pairs from IEDB/IMGT. The task is: Regression. Given a peptide amino acid sequence and an MHC pseudo amino acid sequence, predict their binding affinity value. This is MHC class I binding data. The binding affinity (normalized) is 0.543. The peptide sequence is GVSGLYIPGT. The MHC is HLA-A02:02 with pseudo-sequence HLA-A02:02.